Task: Regression. Given two drug SMILES strings and cell line genomic features, predict the synergy score measuring deviation from expected non-interaction effect.. Dataset: NCI-60 drug combinations with 297,098 pairs across 59 cell lines (1) Drug 1: C1CC(=O)NC(=O)C1N2CC3=C(C2=O)C=CC=C3N. Drug 2: C1=NC2=C(N=C(N=C2N1C3C(C(C(O3)CO)O)O)F)N. Cell line: A498. Synergy scores: CSS=2.56, Synergy_ZIP=-1.08, Synergy_Bliss=1.20, Synergy_Loewe=0.175, Synergy_HSA=0.239. (2) Drug 1: C1CCC(CC1)NC(=O)N(CCCl)N=O. Drug 2: CCCCC(=O)OCC(=O)C1(CC(C2=C(C1)C(=C3C(=C2O)C(=O)C4=C(C3=O)C=CC=C4OC)O)OC5CC(C(C(O5)C)O)NC(=O)C(F)(F)F)O. Cell line: SW-620. Synergy scores: CSS=25.5, Synergy_ZIP=2.34, Synergy_Bliss=7.52, Synergy_Loewe=7.99, Synergy_HSA=7.29. (3) Drug 1: CCN(CC)CCNC(=O)C1=C(NC(=C1C)C=C2C3=C(C=CC(=C3)F)NC2=O)C. Drug 2: CC1=C(C(=O)C2=C(C1=O)N3CC4C(C3(C2COC(=O)N)OC)N4)N. Cell line: NCI-H322M. Synergy scores: CSS=-3.93, Synergy_ZIP=-2.20, Synergy_Bliss=-5.77, Synergy_Loewe=-44.7, Synergy_HSA=-11.6. (4) Drug 1: C1=C(C(=O)NC(=O)N1)F. Drug 2: CC12CCC3C(C1CCC2OP(=O)(O)O)CCC4=C3C=CC(=C4)OC(=O)N(CCCl)CCCl.[Na+]. Cell line: SF-295. Synergy scores: CSS=38.6, Synergy_ZIP=-10.6, Synergy_Bliss=-6.89, Synergy_Loewe=-16.0, Synergy_HSA=-4.92.